Dataset: Reaction yield outcomes from USPTO patents with 853,638 reactions. Task: Predict the reaction yield, written as a fraction of the theoretical maximum amount of product (1.0 means a 100% yield; for example, 0.34 means a 34% yield). (1) The reactants are [CH3:1][C:2]1[N:7]=[C:6]2[S:8][C:9]3[CH2:14][CH2:13][CH2:12][CH2:11][C:10]=3[C:5]2=[C:4]([C:15]2[O:16][C:17]3[CH:23]=[CH:22][CH:21]=[CH:20][C:18]=3[CH:19]=2)[C:3]=1[CH:24]([CH2:29][CH2:30][CH3:31])[C:25]([O:27]C)=[O:26].[OH-].[Na+]. The catalyst is CO. The product is [CH3:1][C:2]1[N:7]=[C:6]2[S:8][C:9]3[CH2:14][CH2:13][CH2:12][CH2:11][C:10]=3[C:5]2=[C:4]([C:15]2[O:16][C:17]3[CH:23]=[CH:22][CH:21]=[CH:20][C:18]=3[CH:19]=2)[C:3]=1[CH:24]([CH2:29][CH2:30][CH3:31])[C:25]([OH:27])=[O:26]. The yield is 0.320. (2) The reactants are [CH3:1][C:2]1[N:7]([CH2:8][C:9]2[S:10][C:11]([C:14]([F:17])([F:16])[F:15])=[CH:12][CH:13]=2)[C:6](=[O:18])[N:5]=[C:4](SC)[N:3]=1.Cl.[CH:22]([O:25][C:26]1[CH:27]=[C:28]2[C:33](=[CH:34][CH:35]=1)[CH2:32][NH:31][CH2:30][CH:29]2[OH:36])([CH3:24])[CH3:23].N12CCCN=C1CCCCC2.[I-].[Na+]. The catalyst is O1CCOCC1. The product is [OH:36][CH:29]1[C:28]2[C:33](=[CH:34][CH:35]=[C:26]([O:25][CH:22]([CH3:24])[CH3:23])[CH:27]=2)[CH2:32][N:31]([C:4]2[N:3]=[C:2]([CH3:1])[N:7]([CH2:8][C:9]3[S:10][C:11]([C:14]([F:17])([F:16])[F:15])=[CH:12][CH:13]=3)[C:6](=[O:18])[N:5]=2)[CH2:30]1. The yield is 0.440. (3) The reactants are [C:1]([O:5][C:6]([N:8]1[CH2:14][CH2:13][CH:12]([NH:15][C:16]([C:18]2[S:19][C:20]3[C:26]([N:27]4[CH2:32][CH2:31][O:30][CH2:29][CH2:28]4)=[CH:25][CH:24]=[C:23]([O:33][CH3:34])[C:21]=3[N:22]=2)=[O:17])[CH:11]([OH:35])[CH2:10][CH2:9]1)=[O:7])([CH3:4])([CH3:3])[CH3:2].C(N(CC)CC)C. The catalyst is CS(C)=O. The product is [C:1]([O:5][C:6]([N:8]1[CH2:9][CH2:10][C:11](=[O:35])[CH:12]([NH:15][C:16]([C:18]2[S:19][C:20]3[C:26]([N:27]4[CH2:32][CH2:31][O:30][CH2:29][CH2:28]4)=[CH:25][CH:24]=[C:23]([O:33][CH3:34])[C:21]=3[N:22]=2)=[O:17])[CH2:13][CH2:14]1)=[O:7])([CH3:4])([CH3:3])[CH3:2]. The yield is 0.870. (4) The reactants are C(S[C:4]1[O:5][C:6]2[CH:12]=[CH:11][C:10]([N+:13]([O-:15])=[O:14])=[CH:9][C:7]=2[N:8]=1)C.[CH3:16][NH:17][CH:18]1[CH2:23][CH2:22][N:21]([CH3:24])[CH2:20][CH2:19]1. The catalyst is C1COCC1. The product is [CH3:16][N:17]([CH:18]1[CH2:23][CH2:22][N:21]([CH3:24])[CH2:20][CH2:19]1)[C:4]1[O:5][C:6]2[CH:12]=[CH:11][C:10]([N+:13]([O-:15])=[O:14])=[CH:9][C:7]=2[N:8]=1. The yield is 0.400. (5) The reactants are [Br:1][C:2]1[CH:9]=[CH:8][C:5]([CH:6]=O)=[CH:4][CH:3]=1.C(O)(=O)[CH2:11][C:12]([OH:14])=[O:13].N1CCCCC1.Cl. The catalyst is N1C=CC=CC=1.O. The product is [Br:1][C:2]1[CH:9]=[CH:8][C:5]([CH:6]=[CH:11][C:12]([OH:14])=[O:13])=[CH:4][CH:3]=1. The yield is 0.880.